From a dataset of Full USPTO retrosynthesis dataset with 1.9M reactions from patents (1976-2016). Predict the reactants needed to synthesize the given product. (1) Given the product [CH:38]([O:37][C:35]1[CH:34]=[C:31]([CH:30]=[C:29]([O:28][CH:25]([CH3:27])[CH3:26])[CH:36]=1)[CH2:32][N:12]1[CH2:11][CH2:10][CH:9]([NH:8][C:6](=[O:7])[C:5]2[CH:15]=[C:16]([O:18][CH2:19][C:20]3[NH:21][N:22]=[N:23][N:24]=3)[CH:17]=[C:3]([O:2][CH3:1])[CH:4]=2)[CH2:14][CH2:13]1)([CH3:39])[CH3:40], predict the reactants needed to synthesize it. The reactants are: [CH3:1][O:2][C:3]1[CH:4]=[C:5]([CH:15]=[C:16]([O:18][CH2:19][C:20]2[NH:24][N:23]=[N:22][N:21]=2)[CH:17]=1)[C:6]([NH:8][CH:9]1[CH2:14][CH2:13][NH:12][CH2:11][CH2:10]1)=[O:7].[CH:25]([O:28][C:29]1[CH:30]=[C:31]([CH:34]=[C:35]([O:37][CH:38]([CH3:40])[CH3:39])[CH:36]=1)[CH:32]=O)([CH3:27])[CH3:26].C([BH3-])#N.[Na+].C(N(C(C)C)C(C)C)C. (2) Given the product [F:29][C:3]([F:2])([F:28])[C:4]1[CH:5]=[C:6]([CH:21]=[C:22]([C:24]([F:27])([F:25])[F:26])[CH:23]=1)[CH2:7][O:8][C@H:9]1[CH2:14][CH2:13][N:12]([C:30](=[O:33])[CH2:31][CH3:32])[CH2:11][C@H:10]1[C:15]1[CH:16]=[CH:17][CH:18]=[CH:19][CH:20]=1, predict the reactants needed to synthesize it. The reactants are: Cl.[F:2][C:3]([F:29])([F:28])[C:4]1[CH:5]=[C:6]([CH:21]=[C:22]([C:24]([F:27])([F:26])[F:25])[CH:23]=1)[CH2:7][O:8][C@H:9]1[CH2:14][CH2:13][NH:12][CH2:11][C@H:10]1[C:15]1[CH:20]=[CH:19][CH:18]=[CH:17][CH:16]=1.[C:30](O)(=[O:33])[CH2:31][CH3:32].CCN=C=NCCCN(C)C.Cl.C1C=CC2N(O)N=NC=2C=1.O. (3) Given the product [C:31]1([CH3:40])[CH:36]=[CH:35][CH:34]=[CH:33][C:32]=1[C:18]1[N:19]([C:24]([O:26][C:27]([CH3:28])([CH3:29])[CH3:30])=[O:25])[CH2:20][CH2:21][O:22][CH:23]=1, predict the reactants needed to synthesize it. The reactants are: O(P(O[C:18]1[N:19]([C:24]([O:26][C:27]([CH3:30])([CH3:29])[CH3:28])=[O:25])[CH2:20][CH2:21][O:22][CH:23]=1)(OC1C=CC=CC=1)=O)C1C=CC=CC=1.[C:31]1([CH3:40])[CH:36]=[CH:35][CH:34]=[CH:33][C:32]=1B(O)O. (4) Given the product [N:4]1([C:14](=[O:15])[C:13](=[N:12][OH:11])[CH3:17])[CH2:5][CH2:10][CH2:9][CH2:8]1, predict the reactants needed to synthesize it. The reactants are: ON1C2C=[CH:8][CH:9]=[CH:10][C:5]=2[N:4]=N1.[OH:11][N:12]=[C:13]([CH3:17])[C:14](O)=[O:15].N1CCCC1.Cl.CN(C)CCCN=C=NCC. (5) Given the product [N:8]1[C:9]2[C:4](=[CH:3][C:2]([O:1][CH:15]([CH2:25][CH3:26])[C:16]([NH:18][C:19]([CH3:24])([CH3:23])[C:20]#[C:21][CH3:22])=[O:17])=[CH:11][CH:10]=2)[CH:5]=[CH:6][CH:7]=1, predict the reactants needed to synthesize it. The reactants are: [OH:1][C:2]1[CH:3]=[C:4]2[C:9](=[CH:10][CH:11]=1)[N:8]=[CH:7][CH:6]=[CH:5]2.[H-].[Na+].Br[CH:15]([CH2:25][CH3:26])[C:16]([NH:18][C:19]([CH3:24])([CH3:23])[C:20]#[C:21][CH3:22])=[O:17].O. (6) Given the product [C:11]1([C:2]2[N:7]=[C:6]([C:8]([OH:10])=[O:9])[CH:5]=[CH:4][CH:3]=2)[CH2:16][CH2:15][CH2:14][CH2:13][CH:12]=1, predict the reactants needed to synthesize it. The reactants are: Br[C:2]1[N:7]=[C:6]([C:8]([OH:10])=[O:9])[CH:5]=[CH:4][CH:3]=1.[C:11]1(B(O)O)[CH2:16][CH2:15][CH2:14][CH2:13][CH:12]=1.C(=O)([O-])[O-].[K+].[K+]. (7) Given the product [C:39]([O:43][C:20](=[O:29])[NH:17][CH2:9][CH2:8][C:5]1[CH:6]=[CH:7][C:2]([F:1])=[C:3]([O:13][CH3:14])[CH:4]=1)([CH3:42])([CH3:41])[CH3:40], predict the reactants needed to synthesize it. The reactants are: [F:1][C:2]1[CH:7]=[CH:6][C:5]([CH2:8][CH2:9]C(O)=O)=[CH:4][C:3]=1[O:13][CH3:14].C([N:17]([CH2:20]C)CC)C.C1(P(N=[N+]=[N-])(C2C=CC=CC=2)=[O:29])C=CC=CC=1.[C:39]([OH:43])([CH3:42])([CH3:41])[CH3:40].